Task: Predict the reaction yield, written as a fraction of the theoretical maximum amount of product (1.0 means a 100% yield; for example, 0.34 means a 34% yield).. Dataset: Reaction yield outcomes from USPTO patents with 853,638 reactions (1) The reactants are Cl[CH2:2][CH2:3][CH2:4][N:5]1[CH2:10][CH2:9][O:8][CH2:7][CH2:6]1.C([O-])([O-])=O.[K+].[K+].[F:17][C:18]1[CH:24]=[C:23]([N+:25]([O-:27])=[O:26])[CH:22]=[CH:21][C:19]=1[NH2:20]. The catalyst is C(#N)C. The product is [F:17][C:18]1[CH:24]=[C:23]([N+:25]([O-:27])=[O:26])[CH:22]=[CH:21][C:19]=1[NH:20][CH2:2][CH2:3][CH2:4][N:5]1[CH2:10][CH2:9][O:8][CH2:7][CH2:6]1. The yield is 0.630. (2) The reactants are [C:1]([C:5]1[CH:10]=[CH:9][C:8]([S:11](Cl)(=[O:13])=[O:12])=[CH:7][C:6]=1[F:15])([CH3:4])([CH3:3])[CH3:2].Br[C:17]1[CH:18]=[CH:19][C:20]([N:27]2[C:31]([NH2:32])=[CH:30][C:29]([CH3:33])=[N:28]2)=[C:21]2[C:26]=1[N:25]=[CH:24][CH:23]=[CH:22]2.[N:34]1C=CC=CC=1. No catalyst specified. The product is [NH2:34][C:17]1[CH:18]=[CH:19][C:20]([N:27]2[C:31]([NH:32][S:11]([C:8]3[CH:9]=[CH:10][C:5]([C:1]([CH3:4])([CH3:3])[CH3:2])=[C:6]([F:15])[CH:7]=3)(=[O:13])=[O:12])=[CH:30][C:29]([CH3:33])=[N:28]2)=[C:21]2[C:26]=1[N:25]=[CH:24][CH:23]=[CH:22]2. The yield is 0.620. (3) The reactants are [CH2:1]([O:3][C:4]1[CH:14]=[C:13]([CH2:15][C:16]([NH:18][C@H:19]([C:24]2[CH:29]=[CH:28][CH:27]=[CH:26][C:25]=2[N:30]2[CH2:35][CH2:34][CH2:33][CH2:32][CH2:31]2)[CH2:20][CH:21]([CH3:23])[CH3:22])=[O:17])[CH:12]=[CH:11][C:5]=1[C:6]([O:8]CC)=[O:7])[CH3:2].[OH-].[Na+].Cl. The catalyst is CO.O. The product is [CH3:2][CH2:1][O:3][C:4]1[CH:14]=[C:13]([CH2:15][C:16]([NH:18][C@H:19]([C:24]2[CH:29]=[CH:28][CH:27]=[CH:26][C:25]=2[N:30]2[CH2:35][CH2:34][CH2:33][CH2:32][CH2:31]2)[CH2:20][CH:21]([CH3:23])[CH3:22])=[O:17])[CH:12]=[CH:11][C:5]=1[C:6]([OH:8])=[O:7]. The yield is 0.832.